Dataset: Reaction yield outcomes from USPTO patents with 853,638 reactions. Task: Predict the reaction yield, written as a fraction of the theoretical maximum amount of product (1.0 means a 100% yield; for example, 0.34 means a 34% yield). (1) The catalyst is O.C(O)(=O)C. The product is [CH3:12][O:11][C:5]1[CH:4]=[C:3]([O:2][CH3:1])[CH:8]=[C:7]([O:9][CH3:10])[C:6]=1/[CH:15]=[CH:16]/[C:17]([O:19][CH3:20])=[O:18]. The reactants are [CH3:1][O:2][C:3]1[CH:8]=[C:7]([O:9][CH3:10])[CH:6]=[C:5]([O:11][CH3:12])[CH:4]=1.CO/[CH:15]=[CH:16]/[C:17]([O:19][CH3:20])=[O:18].P(Cl)(Cl)(Cl)=O. The yield is 0.910. (2) The reactants are O[C:2]1[C:3]([CH2:11][CH:12]([CH3:14])[CH3:13])=[C:4]([CH:8]=[CH:9][CH:10]=1)C(N)=O.[F:15][C:16]([F:29])([F:28])[S:17]([O:20]S(C(F)(F)F)(=O)=O)(=[O:19])=[O:18].[N:30]1C=CC=C[CH:31]=1. The catalyst is C(OCC)(=O)C. The product is [F:15][C:16]([F:29])([F:28])[S:17]([O:20][C:9]1[CH:10]=[CH:2][C:3]([CH2:11][CH:12]([CH3:13])[CH3:14])=[CH:4][C:8]=1[C:31]#[N:30])(=[O:19])=[O:18]. The yield is 0.500. (3) The reactants are [Cl:1][C:2]1[C:3]([C:8]2[CH:16]=[CH:15][C:11]([C:12]([OH:14])=O)=[CH:10][CH:9]=2)=[N:4][CH:5]=[CH:6][CH:7]=1.C(Cl)(=O)C(Cl)=O.[F:23][C:24]([F:33])([F:32])[C:25]1[CH:31]=[CH:30][C:28]([NH2:29])=[CH:27][CH:26]=1.C(N(CC)CC)C.C([O-])([O-])=O.[Na+].[Na+]. The catalyst is C(Cl)Cl.CN(C=O)C. The product is [Cl:1][C:2]1[C:3]([C:8]2[CH:9]=[CH:10][C:11]([C:12]([NH:29][C:28]3[CH:30]=[CH:31][C:25]([C:24]([F:23])([F:32])[F:33])=[CH:26][CH:27]=3)=[O:14])=[CH:15][CH:16]=2)=[N:4][CH:5]=[CH:6][CH:7]=1. The yield is 0.496. (4) The reactants are Cl[CH2:2][C:3]([NH:5][C:6]1[CH:14]=[CH:13][C:12]([Cl:15])=[C:11]2[C:7]=1[C:8](=[O:33])[N:9]([C@@H:16]([C:22]1[CH:27]=[CH:26][C:25]([O:28][CH3:29])=[C:24]([O:30][CH2:31][CH3:32])[CH:23]=1)[CH2:17][S:18]([CH3:21])(=[O:20])=[O:19])[CH2:10]2)=[O:4].[CH3:34][N:35]1[CH2:40][CH2:39][NH:38][CH2:37][CH2:36]1. The catalyst is CC#N. The product is [Cl:15][C:12]1[CH:13]=[CH:14][C:6]([NH:5][C:3](=[O:4])[CH2:2][N:38]2[CH2:39][CH2:40][N:35]([CH3:34])[CH2:36][CH2:37]2)=[C:7]2[C:11]=1[CH2:10][N:9]([C@@H:16]([C:22]1[CH:27]=[CH:26][C:25]([O:28][CH3:29])=[C:24]([O:30][CH2:31][CH3:32])[CH:23]=1)[CH2:17][S:18]([CH3:21])(=[O:19])=[O:20])[C:8]2=[O:33]. The yield is 0.250. (5) The reactants are [CH3:1][O:2][CH2:3][C:4]1[CH:9]=[CH:8][C:7]([CH:10]([C:18]([O:20][C:21]([CH3:24])([CH3:23])[CH3:22])=[O:19])[C:11]([O:13][C:14]([CH3:17])([CH3:16])[CH3:15])=[O:12])=[C:6]([N+:25]([O-])=O)[CH:5]=1. The catalyst is [Pd].C(O)C. The product is [NH2:25][C:6]1[CH:5]=[C:4]([CH2:3][O:2][CH3:1])[CH:9]=[CH:8][C:7]=1[CH:10]([C:11]([O:13][C:14]([CH3:17])([CH3:16])[CH3:15])=[O:12])[C:18]([O:20][C:21]([CH3:22])([CH3:23])[CH3:24])=[O:19]. The yield is 0.960. (6) The catalyst is ClCCl.N1C=CC=CC=1.C(OCC)(=O)C. The yield is 0.240. The reactants are [NH2:1][C:2]1[N:6]([CH2:7][CH2:8][CH2:9][CH3:10])[N:5]=[C:4]([CH3:11])[C:3]=1[C:12]#[N:13].[F:14][C:15]1[CH:23]=[CH:22][CH:21]=[CH:20][C:16]=1[C:17](Cl)=[O:18]. The product is [CH2:7]([N:6]1[C:2]([NH:1][C:17](=[O:18])[C:16]2[CH:20]=[CH:21][CH:22]=[CH:23][C:15]=2[F:14])=[C:3]([C:12]#[N:13])[C:4]([CH3:11])=[N:5]1)[CH2:8][CH2:9][CH3:10]. (7) The reactants are [CH3:1][C:2]1([CH3:16])[C:6]([CH3:8])([CH3:7])[O:5][B:4]([C:9]2[CH:15]=[CH:14][C:12]([NH2:13])=[CH:11][CH:10]=2)[O:3]1.N1C=CC=CC=1.[C:23](Cl)(Cl)=[O:24].[O:27]1[CH2:30][CH:29]([NH2:31])[CH2:28]1.Cl.CCN(C(C)C)C(C)C. The catalyst is ClCCl. The product is [O:27]1[CH2:30][CH:29]([NH:31][C:23]([NH:13][C:12]2[CH:14]=[CH:15][C:9]([B:4]3[O:3][C:2]([CH3:16])([CH3:1])[C:6]([CH3:7])([CH3:8])[O:5]3)=[CH:10][CH:11]=2)=[O:24])[CH2:28]1. The yield is 0.560. (8) The reactants are C[N:2](C)/[CH:3]=[CH:4]/[C:5]([C:7]1[C:12](=[O:13])[CH:11]=[CH:10][N:9]([C:14]2[CH:19]=[CH:18][CH:17]=[CH:16][CH:15]=2)[N:8]=1)=O.[CH3:21][C:22]1[CH:27]=[CH:26][C:25]([CH3:28])=[CH:24][C:23]=1[NH:29]N.Cl. No catalyst specified. The product is [CH3:21][C:22]1[CH:27]=[CH:26][C:25]([CH3:28])=[CH:24][C:23]=1[N:29]1[C:5]([C:7]2[C:12](=[O:13])[CH:11]=[CH:10][N:9]([C:14]3[CH:19]=[CH:18][CH:17]=[CH:16][CH:15]=3)[N:8]=2)=[CH:4][CH:3]=[N:2]1. The yield is 0.740. (9) The reactants are [Na+].[Br-].Cl[CH:4]([CH3:8])[C:5](=O)[CH3:6].[NH2:9][C:10]1[C:11]([NH2:19])=[N:12][CH:13]=[C:14]([CH:18]=1)[C:15]([NH2:17])=[O:16]. The catalyst is C1(=O)CCCCC1. The product is [NH2:9][C:10]1[C:11]2[N:12]([C:4]([CH3:8])=[C:5]([CH3:6])[N:19]=2)[CH:13]=[C:14]([C:15]([NH2:17])=[O:16])[CH:18]=1. The yield is 0.730. (10) The reactants are [F:1][C:2]1[CH:7]=[CH:6][C:5]([CH:8]2[C:13]3=[N:14][NH:15][C:16](=[O:21])[C:17]4[CH:18]=[CH:19][CH:20]=[C:11]([C:12]=43)[NH:10][CH:9]2[C:22]2[CH:29]=[CH:28][C:25]([CH:26]=O)=[CH:24][CH:23]=2)=[CH:4][CH:3]=1.[CH3:30][CH:31]1[CH2:36][NH:35][CH2:34][CH:33]([CH3:37])[N:32]1[C:38]([O:40][C:41]([CH3:44])([CH3:43])[CH3:42])=[O:39]. The catalyst is C(Cl)Cl. The product is [F:1][C:2]1[CH:3]=[CH:4][C:5]([CH:8]2[C:13]3=[N:14][NH:15][C:16](=[O:21])[C:17]4[CH:18]=[CH:19][CH:20]=[C:11]([C:12]=43)[NH:10][CH:9]2[C:22]2[CH:29]=[CH:28][C:25]([CH2:26][N:35]3[CH2:36][C@@H:31]([CH3:30])[N:32]([C:38]([O:40][C:41]([CH3:42])([CH3:44])[CH3:43])=[O:39])[C@H:33]([CH3:37])[CH2:34]3)=[CH:24][CH:23]=2)=[CH:6][CH:7]=1. The yield is 0.240.